Dataset: Full USPTO retrosynthesis dataset with 1.9M reactions from patents (1976-2016). Task: Predict the reactants needed to synthesize the given product. (1) Given the product [Br:1][C:2]1[C:11]2[C:6](=[CH:7][CH:8]=[CH:9][C:10]=2[NH2:12])[CH:5]=[N:4][CH:3]=1, predict the reactants needed to synthesize it. The reactants are: [Br:1][C:2]1[C:11]2[C:6](=[CH:7][CH:8]=[CH:9][C:10]=2[N+:12]([O-])=O)[CH:5]=[N:4][CH:3]=1.Cl.[OH-].[Na+]. (2) The reactants are: [NH2:1][C:2]1[N:6]([CH3:7])[N:5]=[C:4]([C:8]2[S:9][CH:10]=[CH:11][CH:12]=2)[CH:3]=1.CCN(C(C)C)C(C)C.[F:22][C:23]([F:34])([F:33])[C:24]1[CH:32]=[CH:31][C:27]([C:28](Cl)=[O:29])=[CH:26][CH:25]=1.C(O)C(N)(CO)CO. Given the product [CH3:7][N:6]1[C:2]([NH:1][C:28](=[O:29])[C:27]2[CH:31]=[CH:32][C:24]([C:23]([F:22])([F:33])[F:34])=[CH:25][CH:26]=2)=[CH:3][C:4]([C:8]2[S:9][CH:10]=[CH:11][CH:12]=2)=[N:5]1, predict the reactants needed to synthesize it.